Dataset: Full USPTO retrosynthesis dataset with 1.9M reactions from patents (1976-2016). Task: Predict the reactants needed to synthesize the given product. The reactants are: CS(O[CH2:6][C:7]1[CH:12]=[CH:11][CH:10]=[C:9]([NH:13][C:14]2[N:19]=[CH:18][C:17]([C:20]3[CH:25]=[CH:24][C:23]([O:26][CH:27]([F:29])[F:28])=[CH:22][CH:21]=3)=[CH:16][N:15]=2)[CH:8]=1)(=O)=O.[NH:30]1[CH2:35][CH2:34][CH:33]([C:36]([O:38]C)=[O:37])[CH2:32][CH2:31]1.[Li+].[OH-]. Given the product [F:29][CH:27]([F:28])[O:26][C:23]1[CH:24]=[CH:25][C:20]([C:17]2[CH:18]=[N:19][C:14]([NH:13][C:9]3[CH:8]=[C:7]([CH:12]=[CH:11][CH:10]=3)[CH2:6][N:30]3[CH2:31][CH2:32][CH:33]([C:36]([OH:38])=[O:37])[CH2:34][CH2:35]3)=[N:15][CH:16]=2)=[CH:21][CH:22]=1, predict the reactants needed to synthesize it.